This data is from Peptide-MHC class II binding affinity with 134,281 pairs from IEDB. The task is: Regression. Given a peptide amino acid sequence and an MHC pseudo amino acid sequence, predict their binding affinity value. This is MHC class II binding data. (1) The peptide sequence is IDKEFEKICRHQPFS. The MHC is DRB1_0101 with pseudo-sequence DRB1_0101. The binding affinity (normalized) is 0.321. (2) The peptide sequence is ACATAGTTVYGAFAA. The MHC is HLA-DQA10102-DQB10602 with pseudo-sequence HLA-DQA10102-DQB10602. The binding affinity (normalized) is 0.851. (3) The peptide sequence is EKKYFAAHQFEPLAA. The MHC is DRB1_1602 with pseudo-sequence DRB1_1602. The binding affinity (normalized) is 0.705. (4) The peptide sequence is VSSKRNLADAVSKAP. The MHC is HLA-DQA10101-DQB10501 with pseudo-sequence HLA-DQA10101-DQB10501. The binding affinity (normalized) is 0. (5) The peptide sequence is ALRIIAGTPEVHAVK. The MHC is HLA-DQA10501-DQB10201 with pseudo-sequence HLA-DQA10501-DQB10201. The binding affinity (normalized) is 0.343. (6) The peptide sequence is EKKDFAATQFEPLAA. The MHC is HLA-DPA10301-DPB10402 with pseudo-sequence HLA-DPA10301-DPB10402. The binding affinity (normalized) is 0.849. (7) The peptide sequence is NANPNANPNANP. The MHC is DRB1_0401 with pseudo-sequence DRB1_0401. The binding affinity (normalized) is 0. (8) The peptide sequence is VGAITTIEDPVLAKK. The MHC is DRB1_1101 with pseudo-sequence DRB1_1101. The binding affinity (normalized) is 0.0582.